From a dataset of Reaction yield outcomes from USPTO patents with 853,638 reactions. Predict the reaction yield, written as a fraction of the theoretical maximum amount of product (1.0 means a 100% yield; for example, 0.34 means a 34% yield). (1) The reactants are [Br:1][C:2]1[CH:3]=[CH:4][C:5]([Cl:19])=[C:6]([CH:8]([C:10]2[CH:15]=[CH:14][C:13]([O:16][CH2:17][CH3:18])=[CH:12][CH:11]=2)[OH:9])[CH:7]=1.O1CCCC1.C(N(CC)CC)C.[CH3:32][C:33]([Si:36](OS(C(F)(F)F)(=O)=O)([CH3:38])[CH3:37])([CH3:35])[CH3:34]. The catalyst is C(OCC)(=O)C.O. The product is [Br:1][C:2]1[CH:3]=[CH:4][C:5]([Cl:19])=[C:6]([CH:8]([C:10]2[CH:15]=[CH:14][C:13]([O:16][CH2:17][CH3:18])=[CH:12][CH:11]=2)[O:9][Si:36]([C:33]([CH3:35])([CH3:34])[CH3:32])([CH3:38])[CH3:37])[CH:7]=1. The yield is 0.750. (2) The reactants are [Br:1][C:2]1[CH:3]=[C:4]([S:8]([OH:11])(=O)=[O:9])[CH:5]=[N:6][CH:7]=1.P(Cl)(Cl)(Cl)(Cl)[Cl:13].P(Cl)(Cl)(Cl)=O.C([O-])(O)=O.[Na+].[Na+].[Cl-]. The catalyst is C(OC)(C)(C)C. The product is [Br:1][C:2]1[CH:3]=[C:4]([S:8]([Cl:13])(=[O:11])=[O:9])[CH:5]=[N:6][CH:7]=1. The yield is 0.980. (3) The reactants are [CH2:1]([C:5]1([CH2:13][O:14][CH3:15])[CH2:10][O:9][C:8]([CH3:12])([CH3:11])[O:7][CH2:6]1)[CH:2]([CH3:4])[CH3:3].[CH2:16](OCC)C.C[Mg]I.CCCCCC.C(OCC)(=O)C. The catalyst is C1(C)C=CC=CC=1. The product is [C:8]([O:9][CH2:10][C:5]([CH2:13][O:14][CH3:15])([CH2:1][CH:2]([CH3:3])[CH3:4])[CH2:6][OH:7])([CH3:16])([CH3:12])[CH3:11]. The yield is 0.510. (4) The reactants are [Cl:1][C:2]1[C:11]([CH3:12])=[C:10]2[C:5]([C:6]([CH3:15])([CH3:14])[CH2:7][C:8](=[O:13])[NH:9]2)=[CH:4][C:3]=1[CH2:16][CH2:17]Cl.Cl.[N:20]1([C:26]2[C:30]3[CH:31]=[CH:32][CH:33]=[CH:34][C:29]=3[S:28][N:27]=2)[CH2:25][CH2:24][NH:23][CH2:22][CH2:21]1.C(=O)([O-])[O-].[K+].[K+].[I].[K]. The catalyst is C(#N)C.O. The product is [S:28]1[C:29]2[CH:34]=[CH:33][CH:32]=[CH:31][C:30]=2[C:26]([N:20]2[CH2:21][CH2:22][N:23]([CH2:17][CH2:16][C:3]3[CH:4]=[C:5]4[C:10](=[C:11]([CH3:12])[C:2]=3[Cl:1])[NH:9][C:8](=[O:13])[CH2:7][C:6]4([CH3:15])[CH3:14])[CH2:24][CH2:25]2)=[N:27]1. The yield is 0.690. (5) The reactants are [C:1]([O:5][C:6]([N:8]1[CH2:13][CH2:12][C:11]2[NH:14][C:15]([C:17]3[CH:22]=[CH:21][N:20]=[C:19]([NH2:23])[N:18]=3)=[CH:16][C:10]=2[C:9]1=[O:24])=[O:7])([CH3:4])([CH3:3])[CH3:2].[O:25]1[CH:29]=[CH:28][CH:27]=[C:26]1[C:30](Cl)=[O:31].[OH-].[Na+].Cl.[CH2:36](Cl)Cl. No catalyst specified. The product is [C:1]([O:5][C:6]([N:8]1[CH2:13][CH2:12][C:11]2[N:14]([CH3:36])[C:15]([C:17]3[CH:22]=[CH:21][N:20]=[C:19]([NH:23][C:30]([C:26]4[O:25][CH:29]=[CH:28][CH:27]=4)=[O:31])[N:18]=3)=[CH:16][C:10]=2[C:9]1=[O:24])=[O:7])([CH3:4])([CH3:2])[CH3:3]. The yield is 0.240. (6) The reactants are [CH3:1][O:2][CH2:3][CH2:4][O:5][C:6](=[O:44])[NH:7][C:8]1[CH:13]=[CH:12][C:11]([C:14]2[CH:15]=[C:16]3[C:22]([C:23]4[CH:28]=[CH:27][CH:26]=[CH:25][C:24]=4[O:29][CH3:30])=[N:21][N:20](COCC[Si](C)(C)C)[C:17]3=[N:18][CH:19]=2)=[CH:10][C:9]=1[C:39](=[O:43])[N:40]([CH3:42])[CH3:41].Cl(O)(=O)(=O)=O.C(=O)(O)[O-].[Na+]. The catalyst is C(O)(=O)C. The product is [CH3:1][O:2][CH2:3][CH2:4][O:5][C:6](=[O:44])[NH:7][C:8]1[CH:13]=[CH:12][C:11]([C:14]2[CH:15]=[C:16]3[C:22]([C:23]4[CH:28]=[CH:27][CH:26]=[CH:25][C:24]=4[O:29][CH3:30])=[N:21][NH:20][C:17]3=[N:18][CH:19]=2)=[CH:10][C:9]=1[C:39](=[O:43])[N:40]([CH3:42])[CH3:41]. The yield is 0.550. (7) The reactants are [CH2:1]([O:8][N:9]1[C:15](=[O:16])[N:14]2[CH2:17][C@H:10]1[CH2:11][CH2:12][C@H:13]2[C:18]([OH:20])=O)[C:2]1[CH:7]=[CH:6][CH:5]=[CH:4][CH:3]=1.[NH2:21][O:22][C@H:23]1[CH2:27][CH2:26][N:25]([CH3:28])[CH2:24]1.ON1C2C=CC=CC=2N=N1.Cl.C(N=C=NCCCN(C)C)C. The catalyst is C(Cl)Cl. The product is [CH2:1]([O:8][N:9]1[C:15](=[O:16])[N:14]2[CH2:17][C@H:10]1[CH2:11][CH2:12][C@H:13]2[C:18]([NH:21][O:22][C@H:23]1[CH2:27][CH2:26][N:25]([CH3:28])[CH2:24]1)=[O:20])[C:2]1[CH:3]=[CH:4][CH:5]=[CH:6][CH:7]=1. The yield is 0.770. (8) The reactants are Cl.Cl.[NH2:3][C:4]1[CH:9]=[C:8]([CH2:10][CH2:11][C:12]2[CH:13]=[C:14]([NH:18][C:19]3[C:24]([Cl:25])=[CH:23][N:22]=[C:21](Cl)[N:20]=3)[CH:15]=[CH:16][CH:17]=2)[CH:7]=[CH:6][N:5]=1.C(N(CC)CC)C.CC1(C)C2C=CC=C(P(C3C=CC=CC=3)C3C=CC=CC=3)C=2OC2C1=CC=CC=2P(C1C=CC=CC=1)C1C=CC=CC=1.C(=O)([O-])[O-].[Cs+].[Cs+]. The catalyst is C([O-])(=O)C.[Pd+2].C([O-])(=O)C.CN(C)C=O.O1CCOCC1. The product is [Cl:25][C:24]1[CH:23]=[N:22][C:21]2[NH:3][C:4]3[N:5]=[CH:6][CH:7]=[C:8]([CH:9]=3)[CH2:10][CH2:11][C:12]3[CH:13]=[C:14]([NH:18][C:19]=1[N:20]=2)[CH:15]=[CH:16][CH:17]=3. The yield is 0.610. (9) The reactants are [Cl:1][CH2:2][CH2:3][O:4][CH2:5][C:6]([OH:8])=O.S(Cl)(Cl)=O.[CH3:13]N(C)C=O.[NH2:18][C:19]1[CH:28]=[CH:27][C:22]([C:23]([O:25][CH3:26])=[O:24])=[CH:21][CH:20]=1.N1C=CC=CC=1. The catalyst is ClCCl. The product is [Cl:1][CH2:2][CH2:3][O:4][CH2:5][C:6]([NH:18][C:19]1[CH:20]=[CH:21][C:22]([C:23]([O:25][CH2:26][CH3:13])=[O:24])=[CH:27][CH:28]=1)=[O:8]. The yield is 0.236.